Dataset: CYP3A4 inhibition data for predicting drug metabolism from PubChem BioAssay. Task: Regression/Classification. Given a drug SMILES string, predict its absorption, distribution, metabolism, or excretion properties. Task type varies by dataset: regression for continuous measurements (e.g., permeability, clearance, half-life) or binary classification for categorical outcomes (e.g., BBB penetration, CYP inhibition). Dataset: cyp3a4_veith. The molecule is CCOC(=O)c1cncn1[C@@H](C)c1ccccc1. The result is 1 (inhibitor).